This data is from Forward reaction prediction with 1.9M reactions from USPTO patents (1976-2016). The task is: Predict the product of the given reaction. (1) Given the reactants [CH3:1][C:2]1[CH:7]=[C:6]([C:8]2[CH:9]=[C:10]3[C:15](=[CH:16][N:17]=2)[C:14](=O)[NH:13][CH:12]=[CH:11]3)[CH:5]=[CH:4][N:3]=1.O=P(Cl)(Cl)[Cl:21], predict the reaction product. The product is: [Cl:21][C:14]1[C:15]2[C:10](=[CH:9][C:8]([C:6]3[CH:5]=[CH:4][N:3]=[C:2]([CH3:1])[CH:7]=3)=[N:17][CH:16]=2)[CH:11]=[CH:12][N:13]=1. (2) Given the reactants [CH2:1]([C:3]1[CH:60]=[CH:59][C:6]([CH2:7][C:8]2[C:9]([Cl:58])=[C:10]([O:54][CH2:55][CH2:56]Cl)[C:11](Br)=[C:12]([CH:14]3[C@H:19]([O:20]CC4C=CC=CC=4)[C@@H:18]([O:28][CH2:29]C4C=CC=CC=4)[C@H:17]([O:36][CH2:37][C:38]4[CH:43]=[CH:42][CH:41]=[CH:40][CH:39]=4)[C@@H:16]([CH2:44][O:45][CH2:46]C4C=CC=CC=4)[O:15]3)[CH:13]=2)=[CH:5][CH:4]=1)[CH3:2].[CH2:61]([Li])[CH2:62][CH2:63][CH3:64], predict the reaction product. The product is: [CH2:61]([O:20][C@@H:19]1[C@@H:18]([O:28][CH2:29][C:8]2[CH:9]=[CH:10][CH:11]=[CH:12][CH:13]=2)[C@H:17]([O:36][CH2:37][C:38]2[CH:43]=[CH:42][CH:41]=[CH:40][CH:39]=2)[C@@H:16]([CH2:44][O:45][CH2:46][C:60]2[CH:3]=[CH:4][CH:5]=[CH:6][CH:59]=2)[O:15][CH:14]1[C:12]1[C:11]2[CH2:56][CH2:55][O:54][C:10]=2[C:9]([Cl:58])=[C:8]([CH2:7][C:6]2[CH:5]=[CH:4][C:3]([CH2:1][CH3:2])=[CH:60][CH:59]=2)[CH:13]=1)[C:62]1[CH:17]=[CH:16][CH:44]=[CH:64][CH:63]=1. (3) Given the reactants [NH2:1][C:2]([C:4]1[C:12]2[N:11]=[C:10]([C:13]3([NH:29][C:30]([O:32][CH2:33][CH:34]4[C:46]5[CH:45]=[CH:44][CH:43]=[CH:42][C:41]=5[C:40]5[C:35]4=[CH:36][CH:37]=[CH:38][CH:39]=5)=[O:31])[CH2:18][CH2:17][N:16](C(OCC4C=CC=CC=4)=O)[CH2:15][CH2:14]3)[NH:9][C:8]=2[CH:7]=[CH:6][CH:5]=1)=[O:3], predict the reaction product. The product is: [NH2:1][C:2]([C:4]1[C:12]2[N:11]=[C:10]([C:13]3([NH:29][C:30](=[O:31])[O:32][CH2:33][CH:34]4[C:35]5[CH:36]=[CH:37][CH:38]=[CH:39][C:40]=5[C:41]5[C:46]4=[CH:45][CH:44]=[CH:43][CH:42]=5)[CH2:18][CH2:17][NH:16][CH2:15][CH2:14]3)[NH:9][C:8]=2[CH:7]=[CH:6][CH:5]=1)=[O:3]. (4) The product is: [F:1][C:2]1[CH:7]=[CH:6][C:5]([CH:8]([O:16][C:17]2[CH:18]=[CH:19][C:20]([CH2:35][CH2:36][C:37]3[CH:38]=[CH:39][C:40]([F:43])=[CH:41][CH:42]=3)=[C:21]([CH:34]=2)[C:22]([NH:24][C@@H:25]([CH2:30][CH2:31][S:32][CH3:33])[C:26]([OH:28])=[O:27])=[O:23])[CH2:9][N:10]2[CH:14]=[CH:13][N:12]=[C:11]2[CH3:15])=[CH:4][CH:3]=1. Given the reactants [F:1][C:2]1[CH:7]=[CH:6][C:5]([CH:8]([O:16][C:17]2[CH:18]=[CH:19][C:20]([CH2:35][CH2:36][C:37]3[CH:42]=[CH:41][C:40]([F:43])=[CH:39][CH:38]=3)=[C:21]([CH:34]=2)[C:22]([NH:24][C@@H:25]([CH2:30][CH2:31][S:32][CH3:33])[C:26]([O:28]C)=[O:27])=[O:23])[CH2:9][N:10]2[CH:14]=[CH:13][N:12]=[C:11]2[CH3:15])=[CH:4][CH:3]=1.[OH-].[Na+], predict the reaction product.